Dataset: Retrosynthesis with 50K atom-mapped reactions and 10 reaction types from USPTO. Task: Predict the reactants needed to synthesize the given product. (1) Given the product CC(C)(C)Cn1c(COc2ccc(Cl)nc2)cc2cnc(C#N)nc21, predict the reactants needed to synthesize it. The reactants are: CC(C)(C)Cn1c(CBr)cc2cnc(C#N)nc21.Oc1ccc(Cl)nc1. (2) Given the product CCCCCCCC[C@H]1CO[C@H](c2ccc(OC(=O)[C@@H](F)CCCC)cc2)O[C@@H]1C, predict the reactants needed to synthesize it. The reactants are: CCCCCCCC[C@H]1CO[C@H](c2ccc(O)cc2)O[C@@H]1C.CCCC[C@H](F)C(=O)O. (3) The reactants are: CCNCC1CC1.Fc1ccc2c(c1)C(c1ccccc1F)=NCc1nnc(CCl)n1-2. Given the product CCN(Cc1nnc2n1-c1ccc(F)cc1C(c1ccccc1F)=NC2)CC1CC1, predict the reactants needed to synthesize it. (4) The reactants are: CCOC(=O)c1ccc2c(c1)nc(Cc1ccccc1)n2Cc1ccc(Cl)cc1Cl. Given the product O=C(O)c1ccc2c(c1)nc(Cc1ccccc1)n2Cc1ccc(Cl)cc1Cl, predict the reactants needed to synthesize it. (5) Given the product COCC1Cc2c(Oc3ccc(C(=O)N4CCC4)cc3)cc(C(=O)Nc3ccn(C)n3)cc2O1, predict the reactants needed to synthesize it. The reactants are: COCC1Cc2c(O)cc(C(=O)Nc3ccn(C)n3)cc2O1.O=C(c1ccc(F)cc1)N1CCC1. (6) Given the product CNCc1cccc(Oc2cc(Cl)ccc2C#N)c1OCCF, predict the reactants needed to synthesize it. The reactants are: CN.N#Cc1ccc(Cl)cc1Oc1cccc(C=O)c1OCCF. (7) Given the product CC(C)(C)c1ccc(NC(=O)C2=NOC3(CCC(C(C)(C)C)CC3)C2)cc1, predict the reactants needed to synthesize it. The reactants are: CC(C)(C)C1CCC2(CC1)CC(C(=O)O)=NO2.CC(C)(C)c1ccc(N)cc1. (8) Given the product CCOC(=O)CCNC(=O)c1cn2nc(NCCCN3CCC(OC(c4ccccc4)c4ccccc4)CC3)ccc2n1, predict the reactants needed to synthesize it. The reactants are: CCOC(=O)CCNC(=O)c1cn2nc(Cl)ccc2n1.NCCCN1CCC(OC(c2ccccc2)c2ccccc2)CC1.